This data is from Forward reaction prediction with 1.9M reactions from USPTO patents (1976-2016). The task is: Predict the product of the given reaction. The product is: [C:1]([O:4][C@@H:5]1[C@H:9]([O:10][C:11](=[O:13])[CH3:12])[C@@H:8]([C:14]#[CH:15])[O:7][C@H:6]1[N:16]1[CH:24]=[N:23][C:22]2[C:17]1=[N:18][CH:19]=[N:20][C:21]=2[NH:30][C:29]1[CH:31]=[CH:32][CH:33]=[C:27]([F:26])[C:28]=1[CH3:34])(=[O:3])[CH3:2]. Given the reactants [C:1]([O:4][C@@H:5]1[C@H:9]([O:10][C:11](=[O:13])[CH3:12])[C@@H:8]([C:14]#[CH:15])[O:7][C@H:6]1[N:16]1[CH:24]=[N:23][C:22]2[C:17]1=[N:18][CH:19]=[N:20][C:21]=2Cl)(=[O:3])[CH3:2].[F:26][C:27]1[C:28]([CH3:34])=[C:29]([CH:31]=[CH:32][CH:33]=1)[NH2:30], predict the reaction product.